This data is from Full USPTO retrosynthesis dataset with 1.9M reactions from patents (1976-2016). The task is: Predict the reactants needed to synthesize the given product. (1) Given the product [C:1]([O:5][C:6](=[O:7])[NH:8][CH:9]([CH2:36][C:37]1[CH:38]=[CH:39][C:40]([F:43])=[CH:41][CH:42]=1)[C:10]([N:12]1[CH2:17][CH2:16][N:15]([CH:18]([C:19](=[O:21])[NH:47][CH3:46])[CH2:22][C:23]2[CH:32]=[CH:31][C:30]3[C:25](=[CH:26][CH:27]=[CH:28][CH:29]=3)[CH:24]=2)[CH2:14][CH:13]1[CH2:33][O:34][CH3:35])=[O:11])([CH3:3])([CH3:2])[CH3:4], predict the reactants needed to synthesize it. The reactants are: [C:1]([O:5][C:6]([NH:8][CH:9]([CH2:36][C:37]1[CH:42]=[CH:41][C:40]([F:43])=[CH:39][CH:38]=1)[C:10]([N:12]1[CH2:17][CH2:16][N:15]([CH:18]([CH2:22][C:23]2[CH:32]=[CH:31][C:30]3[C:25](=[CH:26][CH:27]=[CH:28][CH:29]=3)[CH:24]=2)[C:19]([OH:21])=O)[CH2:14][CH:13]1[CH2:33][O:34][CH3:35])=[O:11])=[O:7])([CH3:4])([CH3:3])[CH3:2].C1C[N:47]([P+](ON2N=NC3C=CC=CC2=3)(N2CCCC2)N2CCCC2)[CH2:46]C1.F[P-](F)(F)(F)(F)F.CN.C1COCC1.C(N(CC)CC)C. (2) Given the product [CH:2]([C:5]1[CH:6]=[C:7]([C@@H:11]([NH:13][C:34]([C:30]2[CH:29]=[C:28]3[C:33](=[CH:32][CH:31]=2)[N:25]([CH2:24][C:23]2[CH:22]=[C:21]([CH:41]=[CH:40][CH:39]=2)[O:20][C@@H:17]([CH2:18][CH3:19])[C:16]([O:15][CH3:14])=[O:42])[C:26]([CH3:38])=[C:27]3[CH3:37])=[O:35])[CH3:12])[CH:8]=[CH:9][CH:10]=1)([CH3:4])[CH3:3], predict the reactants needed to synthesize it. The reactants are: Cl.[CH:2]([C:5]1[CH:6]=[C:7]([C@@H:11]([NH2:13])[CH3:12])[CH:8]=[CH:9][CH:10]=1)([CH3:4])[CH3:3].[CH3:14][O:15][C:16](=[O:42])[C@@H:17]([O:20][C:21]1[CH:22]=[C:23]([CH:39]=[CH:40][CH:41]=1)[CH2:24][N:25]1[C:33]2[C:28](=[CH:29][C:30]([C:34](O)=[O:35])=[CH:31][CH:32]=2)[C:27]([CH3:37])=[C:26]1[CH3:38])[CH2:18][CH3:19].